Task: Regression. Given a peptide amino acid sequence and an MHC pseudo amino acid sequence, predict their binding affinity value. This is MHC class I binding data.. Dataset: Peptide-MHC class I binding affinity with 185,985 pairs from IEDB/IMGT (1) The peptide sequence is SIFFDYMAI. The binding affinity (normalized) is 0.213. The MHC is HLA-A11:01 with pseudo-sequence HLA-A11:01. (2) The binding affinity (normalized) is 0.0847. The MHC is HLA-B46:01 with pseudo-sequence HLA-B46:01. The peptide sequence is YKDANISMY. (3) The MHC is HLA-B35:01 with pseudo-sequence HLA-B35:01. The binding affinity (normalized) is 0.0847. The peptide sequence is GRGPIRFVL.